The task is: Predict which catalyst facilitates the given reaction.. This data is from Catalyst prediction with 721,799 reactions and 888 catalyst types from USPTO. (1) Reactant: [CH3:1][O:2][C:3]1[N:8]=[C:7]([CH:9](C(OCC)=O)[C:10]([O:12][CH2:13][CH3:14])=[O:11])[CH:6]=[CH:5][CH:4]=1.Cl. Product: [CH3:1][O:2][C:3]1[N:8]=[C:7]([CH2:9][C:10]([O:12][CH2:13][CH3:14])=[O:11])[CH:6]=[CH:5][CH:4]=1. The catalyst class is: 8. (2) Reactant: Br[C:2]1[CH:3]=[C:4]([F:15])[C:5]([O:9][CH:10]2[CH2:14][CH2:13][CH2:12][CH2:11]2)=[C:6]([F:8])[CH:7]=1.[CH3:16][OH:17].CN(C)[CH:20]=[O:21]. Product: [CH:10]1([O:9][C:5]2[C:4]([F:15])=[CH:3][C:2]([C:16]([O:21][CH3:20])=[O:17])=[CH:7][C:6]=2[F:8])[CH2:14][CH2:13][CH2:12][CH2:11]1. The catalyst class is: 140.